This data is from Clinical trial toxicity outcomes and FDA approval status for drugs. The task is: Regression/Classification. Given a drug SMILES string, predict its toxicity properties. Task type varies by dataset: regression for continuous values (e.g., LD50, hERG inhibition percentage) or binary classification for toxic/non-toxic outcomes (e.g., AMES mutagenicity, cardiotoxicity, hepatotoxicity). Dataset: clintox. (1) The compound is Cc1cnc(NC(=O)C2=C(O)c3ccccc3S(=O)(=O)N2C)s1. The result is 0 (passed clinical trial). (2) The drug is Cc1ccc(Nc2nccc(N(C)c3ccc4c(C)n(C)nc4c3)n2)cc1S(N)(=O)=O. The result is 0 (passed clinical trial). (3) The molecule is CCC(=O)O[C@]1(C(=O)CCl)[C@@H](C)CC2C3C[C@H](F)C4=CC(=O)C=CC4(C)[C@@]3(F)C(O)CC21C. The result is 0 (passed clinical trial). (4) The compound is O=C1OC2(c3ccc(O)cc3Oc3cc(O)ccc32)c2ccccc21. The result is 0 (passed clinical trial). (5) The compound is COc1ccc2cc1Oc1cc3c(cc1OC)CC[N+](C)(C)[C@H]3Cc1ccc(cc1)Oc1c(OC)c(OC)cc3c1[C@@H](C2)[N+](C)(C)CC3. The result is 0 (passed clinical trial). (6) The molecule is C[NH+](C/C=C/c1ccccc1)Cc1cccc2ccccc12. The result is 0 (passed clinical trial). (7) The compound is CCCC(CCC)C(=O)[O-]. The result is 0 (passed clinical trial).